Task: Regression. Given a peptide amino acid sequence and an MHC pseudo amino acid sequence, predict their binding affinity value. This is MHC class I binding data.. Dataset: Peptide-MHC class I binding affinity with 185,985 pairs from IEDB/IMGT The peptide sequence is LLVQYGAKI. The MHC is HLA-A02:03 with pseudo-sequence HLA-A02:03. The binding affinity (normalized) is 0.457.